The task is: Predict which catalyst facilitates the given reaction.. This data is from Catalyst prediction with 721,799 reactions and 888 catalyst types from USPTO. (1) Reactant: [C:1]([C:3]1[CH:8]=[CH:7][C:6]([C:9]2[C:10](=[O:23])[N:11]([CH2:19][C:20](O)=[O:21])[C:12]3([CH2:18][CH2:17][CH2:16][CH2:15][CH2:14]3)[N:13]=2)=[CH:5][CH:4]=1)#[N:2].C(Cl)(=O)C([Cl:27])=O. Product: [C:1]([C:3]1[CH:8]=[CH:7][C:6]([C:9]2[C:10](=[O:23])[N:11]([CH2:19][C:20]([Cl:27])=[O:21])[C:12]3([CH2:18][CH2:17][CH2:16][CH2:15][CH2:14]3)[N:13]=2)=[CH:5][CH:4]=1)#[N:2]. The catalyst class is: 85. (2) Reactant: Br/C=C/[C:4]1[CH:5]=[C:6]2[C:10](=[CH:11][CH:12]=1)[N:9]([Si](C(C)C)(C(C)C)C(C)C)[N:8]=[CH:7]2.[C:23]([Li])(C)(C)[CH3:24].[CH2:28]([O:35][C:36]1[CH:37]=[C:38]2[C:43](=[CH:44][C:45]=1[O:46][CH3:47])[CH:42]=[N:41][CH2:40][CH2:39]2)[C:29]1[CH:34]=[CH:33][CH:32]=[CH:31][CH:30]=1.C[Si](Cl)(C)C. Product: [CH2:28]([O:35][C:36]1[CH:37]=[C:38]2[C:43](=[CH:44][C:45]=1[O:46][CH3:47])[CH:42](/[CH:23]=[CH:24]/[C:12]1[CH:11]=[C:10]3[C:6]([CH:7]=[N:8][NH:9]3)=[CH:5][CH:4]=1)[NH:41][CH2:40][CH2:39]2)[C:29]1[CH:34]=[CH:33][CH:32]=[CH:31][CH:30]=1. The catalyst class is: 332. (3) Reactant: Br[CH2:2][CH2:3][O:4][C:5]1[CH:20]=[CH:19][C:8]([O:9][C:10]2[S:11][C:12]3[CH:18]=[CH:17][CH:16]=[CH:15][C:13]=3[N:14]=2)=[CH:7][CH:6]=1.[NH:21]1[CH2:29][CH2:28][CH:24]([C:25]([NH2:27])=[O:26])[CH2:23][CH2:22]1.CNC. Product: [S:11]1[C:12]2[CH:18]=[CH:17][CH:16]=[CH:15][C:13]=2[N:14]=[C:10]1[O:9][C:8]1[CH:19]=[CH:20][C:5]([O:4][CH2:3][CH2:2][N:21]2[CH2:29][CH2:28][CH:24]([C:25]([NH2:27])=[O:26])[CH2:23][CH2:22]2)=[CH:6][CH:7]=1. The catalyst class is: 23. (4) Reactant: [F:1][C:2]1[CH:45]=[CH:44][C:5]([CH2:6][C:7]2[CH:43]=[CH:42][CH:41]=[CH:40][C:8]=2[CH2:9][O:10][CH2:11][CH:12]2[CH2:39][CH2:38][C:15]3[N:16](C(C4C=CC=CC=4)(C4C=CC=CC=4)C4C=CC=CC=4)[CH:17]=[N:18][C:14]=3[CH2:13]2)=[CH:4][CH:3]=1.FC1C=CC(CC2C=CC=CC=2COCC2CCC3N=CN(C(C4C=CC=CC=4)(C4C=CC=CC=4)C4C=CC=CC=4)C=3C2)=CC=1.Cl.C(OCC)(=O)C. Product: [F:1][C:2]1[CH:3]=[CH:4][C:5]([CH2:6][C:7]2[CH:43]=[CH:42][CH:41]=[CH:40][C:8]=2[CH2:9][O:10][CH2:11][CH:12]2[CH2:39][CH2:38][C:15]3[NH:16][CH:17]=[N:18][C:14]=3[CH2:13]2)=[CH:44][CH:45]=1. The catalyst class is: 211. (5) Reactant: [N+:1]([C:4]1[CH:8]=[CH:7][N:6]([CH2:9][CH2:10][CH2:11][CH2:12][CH2:13][CH2:14][CH2:15][CH3:16])[N:5]=1)([O-])=O.CO.[H][H]. Product: [CH2:9]([N:6]1[CH:7]=[CH:8][C:4]([NH2:1])=[N:5]1)[CH2:10][CH2:11][CH2:12][CH2:13][CH2:14][CH2:15][CH3:16]. The catalyst class is: 78. (6) Reactant: CON(C)[C:4]([C:6]1([CH3:14])[CH2:11][O:10][C:9]([CH3:13])([CH3:12])[O:8][CH2:7]1)=[O:5].[CH3:16][Mg]Br.[Cl-].[NH4+]. Product: [CH3:13][C:9]1([CH3:12])[O:8][CH2:7][C:6]([C:4](=[O:5])[CH3:16])([CH3:14])[CH2:11][O:10]1. The catalyst class is: 1.